This data is from Forward reaction prediction with 1.9M reactions from USPTO patents (1976-2016). The task is: Predict the product of the given reaction. (1) Given the reactants [CH3:1][O:2][C:3]1[CH:37]=[CH:36][C:6]2[NH:7][C:8](=[O:35])[N:9]([CH:12]3[CH2:17][CH2:16][N:15]([C:18]4[CH:23]=[C:22]([O:24][C:25]5[CH:30]=[CH:29][C:28]([N+:31]([O-])=O)=[C:27]([CH3:34])[CH:26]=5)[N:21]=[CH:20][N:19]=4)[CH2:14][CH2:13]3)[CH2:10][CH2:11][C:5]=2[CH:4]=1.CO.[H][H], predict the reaction product. The product is: [NH2:31][C:28]1[CH:29]=[CH:30][C:25]([O:24][C:22]2[N:21]=[CH:20][N:19]=[C:18]([N:15]3[CH2:14][CH2:13][CH:12]([N:9]4[CH2:10][CH2:11][C:5]5[CH:4]=[C:3]([O:2][CH3:1])[CH:37]=[CH:36][C:6]=5[NH:7][C:8]4=[O:35])[CH2:17][CH2:16]3)[CH:23]=2)=[CH:26][C:27]=1[CH3:34]. (2) Given the reactants [OH:1][C:2]12[C:13]3[C:8](=[CH:9][CH:10]=[CH:11][C:12]=3[N+:14]([O-])=O)[C:7](=[O:17])[C:6]1([NH:18][C:19]([C:21]1[CH:22]=[C:23]3[C:28](=[CH:29][CH:30]=1)[N:27]=[CH:26][CH:25]=[CH:24]3)=[O:20])[C:5]1[CH:31]=[CH:32][C:33]([CH:35]([CH3:37])[CH3:36])=[CH:34][C:4]=1O2.C(O)C.[OH2:41], predict the reaction product. The product is: [NH2:14][C:12]1[CH:11]=[CH:10][CH:9]=[C:8]2[C:13]=1[C:2](=[O:1])[C:6]1([NH:18][C:19]([C:21]3[CH:22]=[C:23]4[C:28](=[CH:29][CH:30]=3)[N:27]=[CH:26][CH:25]=[CH:24]4)=[O:20])[C:5]3[CH:4]=[CH:34][C:33]([CH:35]([CH3:36])[CH3:37])=[CH:32][C:31]=3[O:41][C:7]12[OH:17]. (3) Given the reactants Cl[C:2]1[C:11]2[C:6](=[CH:7][C:8]([O:12][CH3:13])=[CH:9][CH:10]=2)[CH:5]=[C:4]([NH:14][C:15]2[CH:19]=[CH:18][NH:17][N:16]=2)[N:3]=1.[CH3:20][O:21][C:22]1[CH:23]=[C:24](B(O)O)[CH:25]=[CH:26][C:27]=1[O:28][CH3:29], predict the reaction product. The product is: [CH3:20][O:21][C:22]1[CH:23]=[C:24]([C:2]2[C:11]3[C:6](=[CH:7][C:8]([O:12][CH3:13])=[CH:9][CH:10]=3)[CH:5]=[C:4]([NH:14][C:15]3[CH:19]=[CH:18][NH:17][N:16]=3)[N:3]=2)[CH:25]=[CH:26][C:27]=1[O:28][CH3:29]. (4) Given the reactants Br[C:2]1[CH:3]=[C:4]2[C:8](=[CH:9][CH:10]=1)[N:7]([CH3:11])[C:6]([C:12]1[CH:17]=[CH:16][C:15]([Cl:18])=[CH:14][CH:13]=1)=[C:5]2[CH2:19][CH2:20][C:21]([N:23]1[CH2:28][CH2:27][C:26]([CH2:30][C:31]2[CH:36]=[CH:35][CH:34]=[CH:33][CH:32]=2)([OH:29])[CH2:25][CH2:24]1)=[O:22].[N:37]1[CH:42]=[CH:41][C:40](B(O)O)=[CH:39][CH:38]=1, predict the reaction product. The product is: [Cl:18][C:15]1[CH:16]=[CH:17][C:12]([C:6]2[N:7]([CH3:11])[C:8]3[C:4]([C:5]=2[CH2:19][CH2:20][C:21]([N:23]2[CH2:24][CH2:25][C:26]([CH2:30][C:31]4[CH:36]=[CH:35][CH:34]=[CH:33][CH:32]=4)([OH:29])[CH2:27][CH2:28]2)=[O:22])=[CH:3][C:2]([C:40]2[CH:41]=[CH:42][N:37]=[CH:38][CH:39]=2)=[CH:10][CH:9]=3)=[CH:13][CH:14]=1. (5) Given the reactants C1(C)C=CC=CC=1.[CH:8]1([O:14][C:15]([O:17][CH:18]([O:20][C:21]([C:23]2[C:28]3[N:29]([CH2:35][C:36]4[CH:41]=[CH:40][C:39]([C:42]5[CH:47]=[CH:46][CH:45]=[CH:44][C:43]=5[C:48]5[N:52](C(C6C=CC=CC=6)(C6C=CC=CC=6)C6C=CC=CC=6)[N:51]=[N:50][N:49]=5)=[CH:38][CH:37]=4)[C:30]([O:32][CH2:33][CH3:34])=[N:31][C:27]=3[CH:26]=[CH:25][CH:24]=2)=[O:22])[CH3:19])=[O:16])[CH2:13][CH2:12][CH2:11][CH2:10][CH2:9]1.[H][H], predict the reaction product. The product is: [CH3:34][CH2:33][O:32][C:30]1[N:29]([CH2:35][C:36]2[CH:41]=[CH:40][C:39]([C:42]3[CH:47]=[CH:46][CH:45]=[CH:44][C:43]=3[C:48]3[N:49]=[N:50][NH:51][N:52]=3)=[CH:38][CH:37]=2)[C:28]2[C:23]([C:21]([O:20][CH:18]([O:17][C:15]([O:14][CH:8]3[CH2:9][CH2:10][CH2:11][CH2:12][CH2:13]3)=[O:16])[CH3:19])=[O:22])=[CH:24][CH:25]=[CH:26][C:27]=2[N:31]=1. (6) Given the reactants [CH:1]([O:4][C:5]1[CH:14]=[C:13]([C:15]([F:18])([F:17])[F:16])[C:12]2[CH:11]=[C:10]3[N:19]([CH2:24][C:25]([F:28])([F:27])[F:26])[C:20](=O)[CH2:21][O:22][C:9]3=[CH:8][C:7]=2[N:6]=1)([CH3:3])[CH3:2].COC1C=CC(P2(SP(C3C=CC(OC)=CC=3)(=S)S2)=[S:38])=CC=1, predict the reaction product. The product is: [CH:1]([O:4][C:5]1[CH:14]=[C:13]([C:15]([F:18])([F:17])[F:16])[C:12]2[CH:11]=[C:10]3[N:19]([CH2:24][C:25]([F:28])([F:27])[F:26])[C:20](=[S:38])[CH2:21][O:22][C:9]3=[CH:8][C:7]=2[N:6]=1)([CH3:3])[CH3:2]. (7) Given the reactants [C:1](=O)([O-])[O-].[K+].[K+].CI.[CH3:9][C:10]1[N:15]=[C:14]([N+:16]([O-:18])=[O:17])[C:13]([OH:19])=[CH:12][CH:11]=1.C(OC(=O)C)C, predict the reaction product. The product is: [CH3:1][O:19][C:13]1[C:14]([N+:16]([O-:18])=[O:17])=[N:15][C:10]([CH3:9])=[CH:11][CH:12]=1.